From a dataset of Reaction yield outcomes from USPTO patents with 853,638 reactions. Predict the reaction yield, written as a fraction of the theoretical maximum amount of product (1.0 means a 100% yield; for example, 0.34 means a 34% yield). (1) The reactants are [Br:1][C:2]1[CH:10]=[C:6]([C:7]([OH:9])=O)[C:5]([OH:11])=[CH:4][CH:3]=1.[N:12]1([C:17]2[CH:23]=[CH:22][C:21]([C:24]([F:27])([F:26])[F:25])=[CH:20][C:18]=2[NH2:19])[CH2:16][CH2:15][CH2:14][CH2:13]1. No catalyst specified. The product is [Br:1][C:2]1[CH:3]=[CH:4][C:5]([OH:11])=[C:6]([CH:10]=1)[C:7]([NH:19][C:18]1[CH:20]=[C:21]([C:24]([F:25])([F:26])[F:27])[CH:22]=[CH:23][C:17]=1[N:12]1[CH2:16][CH2:15][CH2:14][CH2:13]1)=[O:9]. The yield is 0.445. (2) The reactants are C[O:2][C:3](=[O:26])[CH:4]([C:12]1[CH:17]=[CH:16][C:15]([S:18]([CH3:21])(=[O:20])=[O:19])=[C:14]([C:22]([F:25])([F:24])[F:23])[CH:13]=1)[CH2:5][CH:6]1[CH2:11][CH2:10][CH2:9][CH2:8][CH2:7]1.[OH-].[Na+]. The catalyst is C(O)C. The product is [CH:6]1([CH2:5][CH:4]([C:12]2[CH:17]=[CH:16][C:15]([S:18]([CH3:21])(=[O:20])=[O:19])=[C:14]([C:22]([F:25])([F:23])[F:24])[CH:13]=2)[C:3]([OH:26])=[O:2])[CH2:11][CH2:10][CH2:9][CH2:8][CH2:7]1. The yield is 0.970. (3) The reactants are [Cl:1][C:2]1[N:7]=[C:6]([C:8]2[S:12][C:11]([CH:13]([CH3:15])[CH3:14])=[N:10][C:9]=2[C:16]2[CH:17]=[C:18]([CH:20]=[CH:21][CH:22]=2)[NH2:19])[CH:5]=[CH:4][N:3]=1.[S:23]1[CH:27]=[CH:26][CH:25]=[C:24]1[S:28](Cl)(=[O:30])=[O:29]. No catalyst specified. The product is [Cl:1][C:2]1[N:7]=[C:6]([C:8]2[S:12][C:11]([CH:13]([CH3:15])[CH3:14])=[N:10][C:9]=2[C:16]2[CH:17]=[C:18]([NH:19][S:28]([C:24]3[S:23][CH:27]=[CH:26][CH:25]=3)(=[O:30])=[O:29])[CH:20]=[CH:21][CH:22]=2)[CH:5]=[CH:4][N:3]=1. The yield is 0.878. (4) The reactants are C[O:2][C:3](/[CH:5]=[CH:6]/[C:7]1[CH:8]=[C:9]2[C:13](=[CH:14][CH:15]=1)[NH:12][N:11]=[C:10]2/[CH:16]=[CH:17]/[C:18]1[CH:19]=[N:20][CH:21]=[CH:22][CH:23]=1)=O.[H-].C([Al+]CC(C)C)C(C)C.O.C(C(C(C([O-])=O)O)O)([O-])=O.[K+].[Na+]. The catalyst is ClCCl.C(Cl)(Cl)Cl. The product is [OH:2][CH2:3][CH:5]=[CH:6][C:7]1[CH:8]=[C:9]2[C:13](=[CH:14][CH:15]=1)[NH:12][N:11]=[C:10]2/[CH:16]=[CH:17]/[C:18]1[CH:19]=[N:20][CH:21]=[CH:22][CH:23]=1. The yield is 0.760. (5) The reactants are [CH3:1][C:2]1[C:10]([C:11]2[CH:12]=[CH:13][C:14]([NH2:17])=[N:15][CH:16]=2)=[CH:9][C:8]2[CH2:7][CH2:6][O:5][C:4]=2[CH:3]=1.[F:18][C:19]1[CH:27]=[CH:26][CH:25]=[CH:24][C:20]=1[C:21](Cl)=[O:22]. No catalyst specified. The product is [F:18][C:19]1[CH:27]=[CH:26][CH:25]=[CH:24][C:20]=1[C:21]([NH:17][C:14]1[CH:13]=[CH:12][C:11]([C:10]2[C:2]([CH3:1])=[CH:3][C:4]3[O:5][CH2:6][CH2:7][C:8]=3[CH:9]=2)=[CH:16][N:15]=1)=[O:22]. The yield is 0.742. (6) The reactants are [NH2:1][C:2]1[CH:3]=[C:4]([OH:8])[CH:5]=[CH:6][CH:7]=1.[H-].[Na+].[ClH:11].[CH3:12][N:13]([CH3:17])[CH2:14][CH2:15][Cl:16].Cl. The catalyst is CN(C=O)C.O. The product is [ClH:16].[ClH:11].[CH3:12][N:13]([CH3:17])[CH2:14][CH2:15][O:8][C:4]1[CH:3]=[C:2]([CH:7]=[CH:6][CH:5]=1)[NH2:1]. The yield is 0.560. (7) The reactants are C1(C)C=CC(S(O)(=O)=O)=CC=1.C[O:13][C:14]1(OC)[CH2:19][CH2:18][CH:17]([C:20]([NH2:22])=[O:21])[CH2:16][CH2:15]1. The catalyst is CC(C)=O.O. The product is [O:13]=[C:14]1[CH2:19][CH2:18][CH:17]([C:20]([NH2:22])=[O:21])[CH2:16][CH2:15]1. The yield is 0.455.